From a dataset of Catalyst prediction with 721,799 reactions and 888 catalyst types from USPTO. Predict which catalyst facilitates the given reaction. (1) Reactant: [NH2:1][C:2]1[CH:3]=[C:4]([CH:8]([NH:48][C:49](=[O:55])[O:50][C:51]([CH3:54])([CH3:53])[CH3:52])[CH2:9][N:10]2[C:15](=[O:16])[C:14]3[C:17]4([O:33][CH2:34][C:13]=3[N:12]([CH2:35][C:36]3[C:41]([C:42]([F:45])([F:44])[F:43])=[CH:40][CH:39]=[CH:38][C:37]=3[F:46])[C:11]2=[O:47])[CH2:22][CH2:21][N:20]([CH2:23][C:24]2[O:25][C:26]([C:29]([F:32])([F:31])[F:30])=[CH:27][CH:28]=2)[CH2:19][CH2:18]4)[CH:5]=[CH:6][CH:7]=1.CCN(C(C)C)C(C)C.[C:65](Cl)(=[O:67])[CH3:66]. Product: [C:65]([NH:1][C:2]1[CH:3]=[C:4]([CH:8]([NH:48][C:49](=[O:55])[O:50][C:51]([CH3:52])([CH3:54])[CH3:53])[CH2:9][N:10]2[C:15](=[O:16])[C:14]3[C:17]4([O:33][CH2:34][C:13]=3[N:12]([CH2:35][C:36]3[C:41]([C:42]([F:45])([F:44])[F:43])=[CH:40][CH:39]=[CH:38][C:37]=3[F:46])[C:11]2=[O:47])[CH2:22][CH2:21][N:20]([CH2:23][C:24]2[O:25][C:26]([C:29]([F:30])([F:31])[F:32])=[CH:27][CH:28]=2)[CH2:19][CH2:18]4)[CH:5]=[CH:6][CH:7]=1)(=[O:67])[CH3:66]. The catalyst class is: 2. (2) Reactant: [Cl:1][C:2]1[CH:7]=[CH:6][C:5]([CH:8]2[C:12]3[NH:13][C:14]([C:16]([O:18]CC)=[O:17])=[CH:15][C:11]=3[CH2:10][CH2:9]2)=[CH:4][CH:3]=1.[OH-].[Na+].CO. Product: [Cl:1][C:2]1[CH:3]=[CH:4][C:5]([CH:8]2[C:12]3[NH:13][C:14]([C:16]([OH:18])=[O:17])=[CH:15][C:11]=3[CH2:10][CH2:9]2)=[CH:6][CH:7]=1. The catalyst class is: 1. (3) Reactant: C[O:2][C:3](=[O:30])[CH2:4][CH2:5][CH2:6][CH2:7][CH2:8][NH:9][C:10](=[O:29])[C:11]1[CH:16]=[CH:15][CH:14]=[C:13]([CH:17]=[C:18]2[C:26]3[C:21](=[CH:22][CH:23]=[C:24]([F:27])[CH:25]=3)[NH:20][C:19]2=[O:28])[CH:12]=1.CO.[Li+].[OH-].Cl. Product: [F:27][C:24]1[CH:25]=[C:26]2[C:21](=[CH:22][CH:23]=1)[NH:20][C:19](=[O:28])[C:18]2=[CH:17][C:13]1[CH:12]=[C:11]([CH:16]=[CH:15][CH:14]=1)[C:10]([NH:9][CH2:8][CH2:7][CH2:6][CH2:5][CH2:4][C:3]([OH:30])=[O:2])=[O:29]. The catalyst class is: 6. (4) Reactant: [N:1]1([C:6]2[N:11]=[C:10]([NH:12][C:13]([C:15]3[C:19]4[N:20]=[C:21]([NH:24][C@@H:25]5[CH2:30][CH2:29][O:28][CH2:27][C@@H:26]5[NH:31]C(=O)OC(C)(C)C)[N:22]=[CH:23][C:18]=4[S:17][CH:16]=3)=[O:14])[CH:9]=[CH:8][CH:7]=2)[CH:5]=[CH:4][NH:3][NH:2]1. Product: [N:1]1([C:6]2[N:11]=[C:10]([NH:12][C:13]([C:15]3[C:19]4[N:20]=[C:21]([NH:24][C@@H:25]5[CH2:30][CH2:29][O:28][CH2:27][C@@H:26]5[NH2:31])[N:22]=[CH:23][C:18]=4[S:17][CH:16]=3)=[O:14])[CH:9]=[CH:8][CH:7]=2)[CH:5]=[CH:4][N:3]=[N:2]1. The catalyst class is: 631. (5) Reactant: [F:1][C:2]([F:22])([F:21])[C:3]([NH:5][CH2:6][CH2:7][CH2:8][CH2:9][NH:10][CH2:11][C:12]1[N:17]2[CH:18]=[CH:19][N:20]=[C:16]2[CH:15]=[CH:14][CH:13]=1)=[O:4].[C:23](O[C:23]([O:25][C:26]([CH3:29])([CH3:28])[CH3:27])=[O:24])([O:25][C:26]([CH3:29])([CH3:28])[CH3:27])=[O:24]. Product: [C:26]([O:25][C:23]([N:10]([CH2:11][C:12]1[N:17]2[CH:18]=[CH:19][N:20]=[C:16]2[CH:15]=[CH:14][CH:13]=1)[CH2:9][CH2:8][CH2:7][CH2:6][NH:5][C:3](=[O:4])[C:2]([F:21])([F:1])[F:22])=[O:24])([CH3:29])([CH3:28])[CH3:27]. The catalyst class is: 8. (6) Reactant: [CH2:1]([NH:8][CH:9]([CH3:12])[CH2:10][OH:11])[C:2]1[CH:7]=[CH:6][CH:5]=[CH:4][CH:3]=1.C(=O)([O-])[O-].[K+].[K+].[C:19]([O:23][C:24](=[O:27])[CH2:25]Br)([CH3:22])([CH3:21])[CH3:20].Cl. Product: [C:19]([O:23][C:24](=[O:27])[CH2:25][N:8]([CH2:1][C:2]1[CH:7]=[CH:6][CH:5]=[CH:4][CH:3]=1)[CH:9]([CH3:12])[CH2:10][OH:11])([CH3:22])([CH3:21])[CH3:20]. The catalyst class is: 9. (7) Reactant: [CH3:1][C:2]1[CH:7]=[CH:6][N:5]=[CH:4][C:3]=1[N:8]1[CH2:12][CH2:11][NH:10][C:9]1=[O:13].Br[C:15]1[CH:16]=[C:17]2[C:22](=[CH:23][CH:24]=1)[N:21]([CH2:25][CH3:26])[C:20](=[O:27])[CH:19]=[C:18]2[CH3:28].N[C@@H]1CCCC[C@H]1N.C(=O)([O-])[O-].[K+].[K+]. Product: [CH2:25]([N:21]1[C:22]2[C:17](=[CH:16][C:15]([N:10]3[CH2:11][CH2:12][N:8]([C:3]4[CH:4]=[N:5][CH:6]=[CH:7][C:2]=4[CH3:1])[C:9]3=[O:13])=[CH:24][CH:23]=2)[C:18]([CH3:28])=[CH:19][C:20]1=[O:27])[CH3:26]. The catalyst class is: 246.